From a dataset of Full USPTO retrosynthesis dataset with 1.9M reactions from patents (1976-2016). Predict the reactants needed to synthesize the given product. (1) Given the product [N:38]1[N:37]=[C:36]([C:35]2[C:24]3[N:23]=[C:22]([NH:15][C:8]4[CH:7]=[CH:6][C:3]([C:4]#[N:5])=[CH:2][C:9]=4[Cl:10])[C:31]4[C:26]([C:25]=3[CH:32]=[CH:33][CH:34]=2)=[CH:27][N:28]=[CH:29][CH:30]=4)[NH:40][CH:39]=1, predict the reactants needed to synthesize it. The reactants are: N[C:2]1[C:9]([Cl:10])=[CH:8][CH:7]=[CH:6][C:3]=1[C:4]#[N:5].C[Si]([N-:15][Si](C)(C)C)(C)C.[Na+].Cl[C:22]1[C:31]2[C:26](=[CH:27][N:28]=[CH:29][CH:30]=2)[C:25]2[CH:32]=[CH:33][CH:34]=[C:35]([C:36]3[NH:40][CH:39]=[N:38][N:37]=3)[C:24]=2[N:23]=1. (2) Given the product [O:1]=[C:2]1[N:20]([C:22]([O:24][C:25]([CH3:28])([CH3:27])[CH3:26])=[O:21])[C@@H:5]2[CH2:6][N:7]([C:10]([O:12][CH2:13][C:14]3[CH:15]=[CH:16][CH:17]=[CH:18][CH:19]=3)=[O:11])[CH2:8][CH2:9][C@@H:4]2[O:3]1, predict the reactants needed to synthesize it. The reactants are: [O:1]=[C:2]1[NH:20][C@@H:5]2[CH2:6][N:7]([C:10]([O:12][CH2:13][C:14]3[CH:19]=[CH:18][CH:17]=[CH:16][CH:15]=3)=[O:11])[CH2:8][CH2:9][C@@H:4]2[O:3]1.[O:21](C(OC(C)(C)C)=O)[C:22]([O:24][C:25]([CH3:28])([CH3:27])[CH3:26])=O.C(N(CC)CC)C. (3) Given the product [Cl:7][C:8]1[CH:9]=[CH:10][C:11]2[N:12]=[C:13]([NH2:23])[N:14]=[C:15]([O:28][CH2:27][CH2:26][O:25][CH3:24])[C:16]=2[N:17]=1, predict the reactants needed to synthesize it. The reactants are: CC(C)([O-])C.[K+].[Cl:7][C:8]1[CH:9]=[CH:10][C:11]2[N:12]=[C:13]([NH2:23])[N:14]=[C:15](N3C=NC=N3)[C:16]=2[N:17]=1.[CH3:24][O:25][CH2:26][CH2:27][OH:28]. (4) Given the product [CH3:1][N:2]1[CH2:3][CH2:4][N:5]([C:8]2[CH:9]=[CH:10][C:11]([NH:14][C:15]3[N:20]=[C:19]4[N:21]([CH:65]5[CH2:70][CH2:69][CH2:68][CH2:67][O:66]5)[N:22]=[CH:23][C:18]4=[C:17]([C:24]4[CH:25]=[C:26]([NH:30][C:31](=[O:34])[CH:32]=[CH2:33])[CH:27]=[CH:28][CH:29]=4)[N:16]=3)=[CH:12][CH:13]=2)[CH2:6][CH2:7]1, predict the reactants needed to synthesize it. The reactants are: [CH3:1][N:2]1[CH2:7][CH2:6][N:5]([C:8]2[CH:13]=[CH:12][C:11]([NH:14][C:15]3[N:20]=[C:19]4[NH:21][N:22]=[CH:23][C:18]4=[C:17]([C:24]4[CH:25]=[C:26]([NH:30][C:31](=[O:34])[CH:32]=[CH2:33])[CH:27]=[CH:28][CH:29]=4)[N:16]=3)=[CH:10][CH:9]=2)[CH2:4][CH2:3]1.NC1C=C(C2N=C(NC3C=CC(N4CCN(C)CC4)=CC=3)N=C3N([CH:65]4[CH2:70][CH2:69][CH2:68][CH2:67][O:66]4)N=CC=23)C=CC=1.C(Cl)(=O)C=C.